This data is from CYP3A4 inhibition data for predicting drug metabolism from PubChem BioAssay. The task is: Regression/Classification. Given a drug SMILES string, predict its absorption, distribution, metabolism, or excretion properties. Task type varies by dataset: regression for continuous measurements (e.g., permeability, clearance, half-life) or binary classification for categorical outcomes (e.g., BBB penetration, CYP inhibition). Dataset: cyp3a4_veith. (1) The compound is Cn1c(=O)c(-c2cccs2)nc2cnc(Oc3ccccc3)nc21. The result is 0 (non-inhibitor). (2) The compound is Cc1cc(S(=O)(=O)NCCN(C)C)c(C)s1.Cl. The result is 0 (non-inhibitor). (3) The molecule is C=CCNC(=S)N1CCN(c2ncc3c(=O)c(C(=O)O)cn(CC)c3n2)CC1. The result is 0 (non-inhibitor). (4) The molecule is c1cnc(N2CCCC3(CCNCC3)C2)nc1. The result is 0 (non-inhibitor). (5) The drug is O=C(C[C@@H](C(=O)O)N1CCOCC1)c1ccccc1. The result is 0 (non-inhibitor). (6) The compound is N/C(=N\c1nc2c(c(=O)[nH]1)CCC2)Nc1ccccc1C(F)(F)F. The result is 0 (non-inhibitor). (7) The molecule is COCC(=O)Oc1c(S(=O)(=O)c2ccc(C)cc2)c(C)nn1-c1ccccc1. The result is 0 (non-inhibitor).